From a dataset of Peptide-MHC class I binding affinity with 185,985 pairs from IEDB/IMGT. Regression. Given a peptide amino acid sequence and an MHC pseudo amino acid sequence, predict their binding affinity value. This is MHC class I binding data. (1) The peptide sequence is IRLRPNGKKK. The MHC is Mamu-B03 with pseudo-sequence Mamu-B03. The binding affinity (normalized) is 0.478. (2) The peptide sequence is LLHGLDFSEV. The MHC is HLA-A02:03 with pseudo-sequence HLA-A02:03. The binding affinity (normalized) is 0.882. (3) The peptide sequence is RITWYSKNF. The MHC is Mamu-A20102 with pseudo-sequence Mamu-A20102. The binding affinity (normalized) is 0.237. (4) The peptide sequence is WPRHRRLSI. The MHC is HLA-B48:01 with pseudo-sequence HLA-B48:01. The binding affinity (normalized) is 0.0847. (5) The peptide sequence is KLLNRVIGY. The MHC is HLA-B18:01 with pseudo-sequence HLA-B18:01. The binding affinity (normalized) is 0.0847.